This data is from Skin sensitization/reaction prediction data. The task is: Regression/Classification. Given a drug SMILES string, predict its toxicity properties. Task type varies by dataset: regression for continuous values (e.g., LD50, hERG inhibition percentage) or binary classification for toxic/non-toxic outcomes (e.g., AMES mutagenicity, cardiotoxicity, hepatotoxicity). Dataset: skin_reaction. (1) The drug is CS(C)=O. The result is 1 (causes skin reaction). (2) The compound is CC1=C(C=O)C(C)(C)CC=C1. The result is 1 (causes skin reaction). (3) The compound is CC=CC=CC=O. The result is 1 (causes skin reaction). (4) The compound is CC=Cc1ccc(O)c(OC(C)C)c1. The result is 1 (causes skin reaction). (5) The molecule is C=C1CC(C(=C)C)CCC1C. The result is 0 (no skin reaction).